From a dataset of Reaction yield outcomes from USPTO patents with 853,638 reactions. Predict the reaction yield, written as a fraction of the theoretical maximum amount of product (1.0 means a 100% yield; for example, 0.34 means a 34% yield). (1) The reactants are C[O:2][C:3]1[CH:8]=[CH:7][C:6]([C:9]2[N:10]([CH3:24])[C:11](=[O:23])[N:12]([CH3:22])[C:13]=2[C:14]2[CH:19]=[CH:18][C:17]([O:20][CH3:21])=[CH:16][CH:15]=2)=[CH:5][CH:4]=1.B(Br)(Br)Br. The catalyst is C(Cl)Cl. The product is [OH:2][C:3]1[CH:4]=[CH:5][C:6]([C:9]2[N:10]([CH3:24])[C:11](=[O:23])[N:12]([CH3:22])[C:13]=2[C:14]2[CH:19]=[CH:18][C:17]([O:20][CH3:21])=[CH:16][CH:15]=2)=[CH:7][CH:8]=1. The yield is 0.660. (2) The reactants are C(OC(=O)[NH:7][C:8]1[S:9][C:10]([C:19]2[O:23][N:22]=[C:21]([CH3:24])[N:20]=2)=[C:11]([C:13]2[CH:18]=[CH:17][CH:16]=[CH:15][CH:14]=2)[N:12]=1)(C)(C)C.C(O)(C(F)(F)F)=O.N. The product is [CH3:24][C:21]1[N:20]=[C:19]([C:10]2[S:9][C:8]([NH2:7])=[N:12][C:11]=2[C:13]2[CH:14]=[CH:15][CH:16]=[CH:17][CH:18]=2)[O:23][N:22]=1. The yield is 0.980. The catalyst is C(O)(=O)C.[Cl-].[Na+].O. (3) The reactants are [Cl:1][C:2]1[C:10]([C:11]#[N:12])=[CH:9][CH:8]=[C:7]2[C:3]=1[CH:4]=[C:5]([CH:17]([F:19])[F:18])[N:6]2[CH2:13][C:14]([OH:16])=O.CCN=C=NCCCN(C)C.Cl.O[NH:33][C:34]([C:36]1[CH:41]=[CH:40][CH:39]=[CH:38][N:37]=1)=[NH:35]. The catalyst is ClCCCl. The product is [Cl:1][C:2]1[C:10]([C:11]#[N:12])=[CH:9][CH:8]=[C:7]2[C:3]=1[CH:4]=[C:5]([CH:17]([F:19])[F:18])[N:6]2[CH2:13][C:14]1[O:16][N:35]=[C:34]([C:36]2[CH:41]=[CH:40][CH:39]=[CH:38][N:37]=2)[N:33]=1. The yield is 0.590. (4) The reactants are C([O:3][C:4](=O)[CH2:5][NH:6][C:7]([CH3:10])([CH3:9])[CH3:8])C.[NH2:12][NH2:13]. The product is [C:7]([NH:6][CH2:5][C:4]([NH:12][NH2:13])=[O:3])([CH3:10])([CH3:9])[CH3:8]. The catalyst is C(O)C. The yield is 0.800. (5) The reactants are [C:1]([C:3]1[CH:29]=[CH:28][C:6]([O:7][CH2:8][C@@H:9]([OH:27])[CH2:10][N:11]2[CH2:18][CH:17]3[O:19][CH:13]([CH2:14][N:15](C(OC(C)(C)C)=O)[CH2:16]3)[CH2:12]2)=[CH:5][CH:4]=1)#[N:2].Cl. The catalyst is C(OCC)(=O)C. The product is [OH:27][C@@H:9]([CH2:10][N:11]1[CH2:18][CH:17]2[O:19][CH:13]([CH2:14][NH:15][CH2:16]2)[CH2:12]1)[CH2:8][O:7][C:6]1[CH:28]=[CH:29][C:3]([C:1]#[N:2])=[CH:4][CH:5]=1. The yield is 0.910. (6) The reactants are [N:1]([C:4]1[CH:9]=[CH:8][CH:7]=[CH:6][C:5]=1[O:10][CH3:11])=[C:2]=[S:3].C[O:13][C:14](=O)[C:15]1[CH:20]=[CH:19][C:18]([CH3:21])=[CH:17][C:16]=1[NH2:22].C(O)(=O)C. The catalyst is C(O)C. The product is [SH:3][C:2]1[N:1]([C:4]2[CH:9]=[CH:8][CH:7]=[CH:6][C:5]=2[O:10][CH3:11])[C:14](=[O:13])[C:15]2[C:16](=[CH:17][C:18]([CH3:21])=[CH:19][CH:20]=2)[N:22]=1. The yield is 0.620.